Dataset: Reaction yield outcomes from USPTO patents with 853,638 reactions. Task: Predict the reaction yield, written as a fraction of the theoretical maximum amount of product (1.0 means a 100% yield; for example, 0.34 means a 34% yield). (1) The reactants are [CH2:1]([O:11][C:12]1[CH:13]=[C:14]([C:29]2[CH:34]=[CH:33][C:32]([O:35][CH2:36][CH2:37][CH2:38][CH2:39][CH2:40][CH2:41][CH2:42][CH2:43][CH2:44][CH3:45])=[C:31]([O:46][CH2:47][CH2:48][CH2:49][CH2:50][CH2:51][CH2:52][CH2:53][CH2:54][CH2:55][CH3:56])[CH:30]=2)[CH:15]=[CH:16][C:17]=1[O:18][CH2:19][CH2:20][CH2:21][CH2:22][CH2:23][CH2:24][CH2:25][CH2:26][CH2:27][CH3:28])[CH2:2][CH2:3][CH2:4][CH2:5][CH2:6][CH2:7][CH2:8][CH2:9][CH3:10].[CH3:57][O:58][C:59]1[CH:64]=[CH:63][C:62]([O:65][CH3:66])=[CH:61][CH:60]=1. The catalyst is C(Cl)Cl. The product is [CH3:57][O:58][C:59]1[C:64]2[C:34]3[C:29](=[CH:30][C:31]([O:46][CH2:47][CH2:48][CH2:49][CH2:50][CH2:51][CH2:52][CH2:53][CH2:54][CH2:55][CH3:56])=[C:32]([O:35][CH2:36][CH2:37][CH2:38][CH2:39][CH2:40][CH2:41][CH2:42][CH2:43][CH2:44][CH3:45])[CH:33]=3)[C:14]3[C:15](=[CH:16][C:17]([O:18][CH2:19][CH2:20][CH2:21][CH2:22][CH2:23][CH2:24][CH2:25][CH2:26][CH2:27][CH3:28])=[C:12]([O:11][CH2:1][CH2:2][CH2:3][CH2:4][CH2:5][CH2:6][CH2:7][CH2:8][CH2:9][CH3:10])[CH:13]=3)[C:63]=2[C:62]([O:65][CH3:66])=[CH:61][CH:60]=1. The yield is 0.840. (2) The reactants are F[C:2]1[CH:12]=[CH:11][C:5]([C:6]([O:8][CH2:9][CH3:10])=[O:7])=[CH:4][CH:3]=1.Cl.[NH:14]1[CH2:17][CH:16]([OH:18])[CH2:15]1.C(=O)([O-])[O-].[K+].[K+]. The catalyst is CS(C)=O.C(OCC)(=O)C. The product is [OH:18][CH:16]1[CH2:17][N:14]([C:2]2[CH:12]=[CH:11][C:5]([C:6]([O:8][CH2:9][CH3:10])=[O:7])=[CH:4][CH:3]=2)[CH2:15]1. The yield is 0.726. (3) The reactants are [CH2:1]([C:4]1[CH:9]=[CH:8][C:7]([CH2:10][CH2:11][CH2:12]Br)=[CH:6][CH:5]=1)[CH:2]=[CH2:3].[CH2:14]([C:17]1[CH:18]=[C:19]([CH:21]=[CH:22][C:23]=1[CH3:24])[NH2:20])[CH:15]=[CH2:16].CCN(C(C)C)C(C)C. No catalyst specified. The product is [CH2:14]([C:17]1[CH:18]=[C:19]([CH:21]=[CH:22][C:23]=1[CH3:24])[NH:20][CH2:12][CH2:11][CH2:10][C:7]1[CH:8]=[CH:9][C:4]([CH2:1][CH:2]=[CH2:3])=[CH:5][CH:6]=1)[CH:15]=[CH2:16]. The yield is 0.750. (4) The reactants are [N+:1]([C:4]1[CH:9]=[CH:8][C:7]([F:10])=[CH:6][C:5]=1[OH:11])([O-:3])=[O:2].Br[C:13]([F:20])([F:19])[C:14]([N:16]([CH3:18])[CH3:17])=[O:15].C([O-])([O-])=O.[Na+].[Na+].O. The catalyst is CC(N(C)C)=O. The product is [F:19][C:13]([F:20])([O:11][C:5]1[CH:6]=[C:7]([F:10])[CH:8]=[CH:9][C:4]=1[N+:1]([O-:3])=[O:2])[C:14]([N:16]([CH3:18])[CH3:17])=[O:15]. The yield is 0.380. (5) The reactants are [CH3:1][C:2]1[C:11]([CH3:12])=[CH:10][C:9]2[C:4](=[CH:5][CH:6]=[CH:7][CH:8]=2)[C:3]=1[OH:13].Cl[CH:15](Cl)[O:16]C.[Cl-].[Cl-].[Cl-].[Al+3].O. The catalyst is ClCCl. The product is [OH:13][C:3]1[C:4]2[C:9](=[CH:8][CH:7]=[CH:6][CH:5]=2)[C:10]([CH:15]=[O:16])=[C:11]([CH3:12])[C:2]=1[CH3:1]. The yield is 0.600. (6) The reactants are [Cl:1][C:2]1[CH:7]=[CH:6][C:5]([C:8]2[S:9][C:10]([C:17](=[O:26])[C:18]3[CH:23]=[CH:22][C:21]([O:24][CH3:25])=[CH:20][CH:19]=3)=[CH:11][C:12]=2[CH2:13][C:14](O)=[O:15])=[CH:4][CH:3]=1.C(Cl)CCl.C1C=CC2N(O)N=NC=2C=1.C(N(CC)CC)C.[CH3:48][N:49]([CH3:53])[CH2:50][CH2:51][NH2:52]. The catalyst is ClCCl. The product is [Cl:1][C:2]1[CH:3]=[CH:4][C:5]([C:8]2[S:9][C:10]([C:17](=[O:26])[C:18]3[CH:23]=[CH:22][C:21]([O:24][CH3:25])=[CH:20][CH:19]=3)=[CH:11][C:12]=2[CH2:13][C:14]([NH:52][CH2:51][CH2:50][N:49]([CH3:53])[CH3:48])=[O:15])=[CH:6][CH:7]=1. The yield is 0.390. (7) The reactants are [C:1]([C:4]1[CH:10]=[CH:9][C:8]2[CH:11]=[CH:12][CH:13]=[CH:14][C:7]=2[NH:6]N=1)(=O)[CH3:2].[CH2:15]=O.[CH:17]1[CH2:21]CCC=1.B(F)(F)F.[CH3:26][CH2:27][O:28]CC.[OH-].[Na+].[C:33](#[N:35])C. No catalyst specified. The product is [C:27]([N:35]1[CH2:33][C:14]2=[C:7]3[C:8](=[CH:11][CH:12]=[CH:13]2)[CH:9]2[CH2:10][CH2:4][CH2:1][CH:2]2[CH2:15][N:6]3[CH2:17][CH2:21]1)(=[O:28])[CH3:26]. The yield is 0.930. (8) The reactants are [CH2:1]([O:4][C:5](=[O:25])[N:6]([C:21]([CH3:24])([CH3:23])[CH3:22])[CH2:7][C:8]1[CH:13]=[CH:12][CH:11]=[C:10]([C:14]2[CH:19]=[CH:18][N:17]=[C:16](Cl)[N:15]=2)[CH:9]=1)[CH:2]=[CH2:3].[NH2:26][CH2:27][CH2:28][C:29]1[CH:34]=[CH:33][C:32]([OH:35])=[CH:31][CH:30]=1. No catalyst specified. The product is [CH2:1]([O:4][C:5](=[O:25])[N:6]([C:21]([CH3:24])([CH3:23])[CH3:22])[CH2:7][C:8]1[CH:13]=[CH:12][CH:11]=[C:10]([C:14]2[CH:19]=[CH:18][N:17]=[C:16]([NH:26][CH2:27][CH2:28][C:29]3[CH:34]=[CH:33][C:32]([OH:35])=[CH:31][CH:30]=3)[N:15]=2)[CH:9]=1)[CH:2]=[CH2:3]. The yield is 0.910. (9) The catalyst is C(OCC)(=O)C. The product is [Cl:1][CH2:2][C:3]1[CH:8]=[CH:7][N:6]=[C:5]([N:9]([S:18]([CH3:17])(=[O:20])=[O:19])[S:18]([CH3:17])(=[O:20])=[O:19])[CH:4]=1. The reactants are [Cl:1][CH2:2][C:3]1[CH:8]=[CH:7][N:6]=[C:5]([NH2:9])[CH:4]=1.C(N(CC)CC)C.[CH3:17][S:18](Cl)(=[O:20])=[O:19]. The yield is 0.820. (10) The reactants are [NH2:1][C@@H:2]([C@H:38]([C:46]1[CH:51]=[C:50]([F:52])[CH:49]=[C:48]([F:53])[CH:47]=1)[C:39]1[CH:44]=[CH:43][C:42]([F:45])=[CH:41][CH:40]=1)[C:3]([NH:5][C:6]1[CH:7]=[N:8][CH:9]=[C:10]([F:37])[C:11]=1[CH2:12][CH2:13][C@@H:14]1[N:19]([S:20]([C:23]2[CH:28]=[CH:27][CH:26]=[CH:25][CH:24]=2)(=[O:22])=[O:21])[C@H:18]([CH3:29])[CH2:17][N:16](C(OC(C)(C)C)=O)[CH2:15]1)=[O:4].Cl. The catalyst is CC1OCCC1. The product is [F:52][C:50]1[CH:51]=[C:46]([C@H:38]([C:39]2[CH:40]=[CH:41][C:42]([F:45])=[CH:43][CH:44]=2)[C@@H:2]([C:3]([NH:5][C:6]2[CH:7]=[N:8][CH:9]=[C:10]([F:37])[C:11]=2[CH2:12][CH2:13][C@H:14]2[CH2:15][NH:16][CH2:17][C@@H:18]([CH3:29])[N:19]2[S:20]([C:23]2[CH:28]=[CH:27][CH:26]=[CH:25][CH:24]=2)(=[O:21])=[O:22])=[O:4])[NH2:1])[CH:47]=[C:48]([F:53])[CH:49]=1. The yield is 0.450.